The task is: Predict the product of the given reaction.. This data is from Forward reaction prediction with 1.9M reactions from USPTO patents (1976-2016). (1) Given the reactants C(C1(CCCCCCCC)C2C=CC=CC=2C2C1=CC=CC=2)CCCCCCC.[C:30]1([O:36][CH3:37])[CH:35]=[CH:34][CH:33]=[CH:32][CH:31]=1.[CH3:38][O:39][C:40]1[CH:45]=[CH:44][CH:43]=[CH:42][C:41]=1OC.[CH2:48]1[N:53]([N+:54]([O-:56])=[O:55])[CH2:52][N:51]([N+:57]([O-:59])=[O:58])[CH2:50][N:49]1[N+:60]([O-:62])=[O:61].[CH2:63]([O:80][N+:81]([O-:83])=[O:82])[C:64]([CH2:75][O:76][N+:77]([O-:79])=[O:78])([CH2:70][O:71][N+:72]([O-:74])=[O:73])[CH2:65][O:66][N+:67]([O-:69])=[O:68], predict the reaction product. The product is: [C:30]1([O:36][CH3:37])[CH:35]=[CH:34][CH:33]=[CH:32][CH:31]=1.[CH2:50]1[N:49]([N+:60]([O-:62])=[O:61])[CH2:48][N:53]([N+:54]([O-:56])=[O:55])[CH2:52][N:51]1[N+:57]([O-:59])=[O:58].[CH2:75]([O:76][N+:77]([O-:79])=[O:78])[C:64]([CH2:65][O:66][N+:67]([O-:69])=[O:68])([CH2:63][O:80][N+:81]([O-:83])=[O:82])[CH2:70][O:71][N+:72]([O-:74])=[O:73].[N+:54]([C:43]1[CH:44]=[CH:45][C:40]([O:39][CH3:38])=[CH:41][CH:42]=1)([O-:56])=[O:55]. (2) Given the reactants [Br:1][C:2]1[CH:3]=[C:4]([NH:9][CH3:10])[C:5]([Cl:8])=[N:6][CH:7]=1.[H-].[Na+].[CH3:13]I, predict the reaction product. The product is: [Br:1][C:2]1[CH:3]=[C:4]([N:9]([CH3:13])[CH3:10])[C:5]([Cl:8])=[N:6][CH:7]=1. (3) The product is: [CH2:1]([C:9]1[O:10][C:11]2[CH:17]=[CH:16][C:15]([B:21]([OH:22])[OH:20])=[CH:14][C:12]=2[CH:13]=1)[CH2:2][CH2:3][CH2:4][CH2:5][CH2:6][CH2:7][CH3:8]. Given the reactants [CH2:1]([C:9]1[O:10][C:11]2[CH:17]=[CH:16][C:15](Br)=[CH:14][C:12]=2[CH:13]=1)[CH2:2][CH2:3][CH2:4][CH2:5][CH2:6][CH2:7][CH3:8].C[O:20][B:21](OC)[O:22]C.Cl, predict the reaction product. (4) Given the reactants [NH2:1][C:2]1[C:3]([N+:17]([O-:19])=[O:18])=[C:4]([CH:8]=[C:9]([N:11]2[CH2:16][CH2:15][O:14][CH2:13][CH2:12]2)[N:10]=1)[C:5]([OH:7])=[O:6].[CH3:20]N(C(ON1N=NC2C=CC=NC1=2)=[N+](C)C)C.F[P-](F)(F)(F)(F)F.CO.CCN(CC)CC, predict the reaction product. The product is: [NH2:1][C:2]1[C:3]([N+:17]([O-:19])=[O:18])=[C:4]([CH:8]=[C:9]([N:11]2[CH2:16][CH2:15][O:14][CH2:13][CH2:12]2)[N:10]=1)[C:5]([O:7][CH3:20])=[O:6].